This data is from Full USPTO retrosynthesis dataset with 1.9M reactions from patents (1976-2016). The task is: Predict the reactants needed to synthesize the given product. (1) Given the product [CH3:1][O:2][C:3]1[CH:4]=[CH:5][C:6]([CH2:9][C:10]([OH:12])=[O:11])=[CH:7][CH:8]=1, predict the reactants needed to synthesize it. The reactants are: [CH3:1][O:2][C:3]1[CH:8]=[CH:7][C:6]([CH2:9][C:10]([O:12]CC)=[O:11])=[CH:5][CH:4]=1.[OH-].[Na+]. (2) Given the product [CH3:26][O:25][C:23]([C:22]1[C:21]2[N:20]=[C:12]([C:8]3[C:7]([NH:6][C:4](=[O:5])[C:3]4[C:2]([F:1])=[CH:18][CH:17]=[CH:16][C:15]=4[F:19])=[CH:11][NH:10][N:9]=3)[NH:31][C:30]=2[CH:29]=[CH:28][CH:27]=1)=[O:24], predict the reactants needed to synthesize it. The reactants are: [F:1][C:2]1[CH:18]=[CH:17][CH:16]=[C:15]([F:19])[C:3]=1[C:4]([NH:6][C:7]1[C:8]([C:12](O)=O)=[N:9][NH:10][CH:11]=1)=[O:5].[NH2:20][C:21]1[C:30]([NH2:31])=[CH:29][CH:28]=[CH:27][C:22]=1[C:23]([O:25][CH3:26])=[O:24].C(Cl)CCl.C1C=CC2N(O)N=NC=2C=1. (3) Given the product [Cl:1][C:2]1[CH:3]=[C:4]2[C:8](=[CH:9][CH:10]=1)[N:7]([CH3:19])[C:6]([C:11]1[CH:16]=[CH:15][C:14]([Cl:17])=[CH:13][C:12]=1[Cl:18])=[CH:5]2, predict the reactants needed to synthesize it. The reactants are: [Cl:1][C:2]1[CH:3]=[C:4]2[C:8](=[CH:9][CH:10]=1)[NH:7][C:6]([C:11]1[CH:16]=[CH:15][C:14]([Cl:17])=[CH:13][C:12]=1[Cl:18])=[CH:5]2.[CH3:19]I.[H-].[Na+].